This data is from NCI-60 drug combinations with 297,098 pairs across 59 cell lines. The task is: Regression. Given two drug SMILES strings and cell line genomic features, predict the synergy score measuring deviation from expected non-interaction effect. (1) Drug 1: CC(C1=C(C=CC(=C1Cl)F)Cl)OC2=C(N=CC(=C2)C3=CN(N=C3)C4CCNCC4)N. Drug 2: C1CC(=O)NC(=O)C1N2C(=O)C3=CC=CC=C3C2=O. Cell line: HCT116. Synergy scores: CSS=19.6, Synergy_ZIP=4.19, Synergy_Bliss=5.32, Synergy_Loewe=-7.09, Synergy_HSA=4.28. (2) Drug 1: CC1CCC2CC(C(=CC=CC=CC(CC(C(=O)C(C(C(=CC(C(=O)CC(OC(=O)C3CCCCN3C(=O)C(=O)C1(O2)O)C(C)CC4CCC(C(C4)OC)OCCO)C)C)O)OC)C)C)C)OC. Drug 2: CCN(CC)CCCC(C)NC1=C2C=C(C=CC2=NC3=C1C=CC(=C3)Cl)OC. Cell line: OVCAR-5. Synergy scores: CSS=33.6, Synergy_ZIP=-4.54, Synergy_Bliss=-3.55, Synergy_Loewe=-1.56, Synergy_HSA=-0.569. (3) Drug 1: CC(CN1CC(=O)NC(=O)C1)N2CC(=O)NC(=O)C2. Drug 2: CCCCCOC(=O)NC1=NC(=O)N(C=C1F)C2C(C(C(O2)C)O)O. Cell line: NCI/ADR-RES. Synergy scores: CSS=3.57, Synergy_ZIP=-1.06, Synergy_Bliss=1.58, Synergy_Loewe=0.0948, Synergy_HSA=0.697. (4) Drug 1: CC(C)(C#N)C1=CC(=CC(=C1)CN2C=NC=N2)C(C)(C)C#N. Drug 2: CCC1=C2CN3C(=CC4=C(C3=O)COC(=O)C4(CC)O)C2=NC5=C1C=C(C=C5)O. Cell line: OVCAR-8. Synergy scores: CSS=28.8, Synergy_ZIP=-2.03, Synergy_Bliss=6.34, Synergy_Loewe=-17.8, Synergy_HSA=-0.480. (5) Drug 1: C1CCN(CC1)CCOC2=CC=C(C=C2)C(=O)C3=C(SC4=C3C=CC(=C4)O)C5=CC=C(C=C5)O. Drug 2: CC1=C(C(CCC1)(C)C)C=CC(=CC=CC(=CC(=O)O)C)C. Cell line: LOX IMVI. Synergy scores: CSS=7.01, Synergy_ZIP=-4.03, Synergy_Bliss=-5.29, Synergy_Loewe=1.68, Synergy_HSA=-1.86. (6) Drug 1: C1C(C(OC1N2C=NC3=C(N=C(N=C32)Cl)N)CO)O. Drug 2: CN1C(=O)N2C=NC(=C2N=N1)C(=O)N. Cell line: SN12C. Synergy scores: CSS=39.5, Synergy_ZIP=1.19, Synergy_Bliss=3.85, Synergy_Loewe=-24.9, Synergy_HSA=2.21.